Dataset: Catalyst prediction with 721,799 reactions and 888 catalyst types from USPTO. Task: Predict which catalyst facilitates the given reaction. Reactant: [Cl:1][C:2]1[CH:7]=[CH:6][CH:5]=[CH:4][C:3]=1[C:8]1[C:16]2[C:11](=[N:12][C:13]([S:22][CH3:23])=[N:14][C:15]=2[NH:17]C[C@@H](O)C)[NH:10][N:9]=1. Product: [Cl:1][C:2]1[CH:7]=[CH:6][CH:5]=[CH:4][C:3]=1[C:8]1[C:16]2[C:11](=[N:12][C:13]([S:22][CH3:23])=[N:14][C:15]=2[NH2:17])[NH:10][N:9]=1. The catalyst class is: 547.